From a dataset of Forward reaction prediction with 1.9M reactions from USPTO patents (1976-2016). Predict the product of the given reaction. (1) Given the reactants F[C:2]1[CH:10]=[CH:9][C:8]([CH2:11][C:12]2[C:21]3[C:16](=[CH:17][CH:18]=[CH:19][CH:20]=3)[C:15](=[O:22])[NH:14][N:13]=2)=[CH:7][C:3]=1[C:4]([OH:6])=O.[CH2:23]([O:25][CH:26]1[CH2:31][CH2:30][NH:29][CH2:28][CH2:27]1)[CH3:24].C(N(CC)CC)C, predict the reaction product. The product is: [CH2:23]([O:25][CH:26]1[CH2:31][CH2:30][N:29]([C:4]([C:3]2[CH:7]=[C:8]([CH:9]=[CH:10][CH:2]=2)[CH2:11][C:12]2[C:21]3[C:16](=[CH:17][CH:18]=[CH:19][CH:20]=3)[C:15](=[O:22])[NH:14][N:13]=2)=[O:6])[CH2:28][CH2:27]1)[CH3:24]. (2) Given the reactants [F:1][C:2]1[CH:17]=[CH:16][C:5]([O:6][C:7]2[CH:12]=[CH:11][C:10]([CH2:13][CH2:14][NH2:15])=[CH:9][CH:8]=2)=[CH:4][CH:3]=1.[CH3:18][O:19][C:20]1[N:25]=[CH:24][C:23]([CH2:26][C:27]2[C:28](=[O:35])[N:29]=[C:30](SC)[NH:31][CH:32]=2)=[CH:22][N:21]=1, predict the reaction product. The product is: [F:1][C:2]1[CH:17]=[CH:16][C:5]([O:6][C:7]2[CH:12]=[CH:11][C:10]([CH2:13][CH2:14][NH:15][C:30]3[NH:31][CH:32]=[C:27]([CH2:26][C:23]4[CH:22]=[N:21][C:20]([O:19][CH3:18])=[N:25][CH:24]=4)[C:28](=[O:35])[N:29]=3)=[CH:9][CH:8]=2)=[CH:4][CH:3]=1. (3) Given the reactants [C:1]([N:8]1[CH2:13][CH2:12][NH:11][CH2:10][CH2:9]1)([O:3][C:4]([CH3:7])([CH3:6])[CH3:5])=[O:2].[F:14][CH:15]([F:24])[O:16][C:17]1[CH:18]=[C:19](Br)[CH:20]=[CH:21][CH:22]=1.C1C=CC(P(C2C=CC3C(=CC=CC=3)C=2C2C3C(=CC=CC=3)C=CC=2P(C2C=CC=CC=2)C2C=CC=CC=2)C2C=CC=CC=2)=CC=1, predict the reaction product. The product is: [CH3:5][C:4]([CH3:7])([O-:3])[CH3:6].[F:14][CH:15]([F:24])[O:16][C:17]1[CH:22]=[C:21]([N:11]2[CH2:10][CH2:9][N:8]([C:1]([OH:3])=[O:2])[CH2:13][CH2:12]2)[CH:20]=[CH:19][CH:18]=1. (4) Given the reactants [CH3:1][C:2]1[N:6]=[C:5]([CH3:7])[S:4][C:3]=1/[CH:8]=[CH:9]/[C:10](N(C)C)=O.[N+]([O-])(O)=O.[CH3:19][S:20]([C:23]1[CH:28]=[CH:27][C:26]([NH:29][C:30]([NH2:32])=[NH:31])=[CH:25][CH:24]=1)(=[O:22])=[O:21], predict the reaction product. The product is: [CH3:7][C:5]1[S:4][C:3]([C:8]2[CH:9]=[CH:10][N:32]=[C:30]([NH:29][C:26]3[CH:25]=[CH:24][C:23]([S:20]([CH3:19])(=[O:21])=[O:22])=[CH:28][CH:27]=3)[N:31]=2)=[C:2]([CH3:1])[N:6]=1. (5) Given the reactants [F:1][C:2]1[CH:26]=[CH:25][C:24]([F:27])=[CH:23][C:3]=1[CH2:4][O:5][CH:6]1[CH2:11][CH2:10][N:9]([S:12](/[CH:15]=[CH:16]/[C:17]2[CH:22]=[CH:21][CH:20]=[CH:19][CH:18]=2)(=[O:14])=[O:13])[CH2:8][CH2:7]1.[NH2:28][OH:29].CCOC(C)=O, predict the reaction product. The product is: [F:1][C:2]1[CH:26]=[CH:25][C:24]([F:27])=[CH:23][C:3]=1[CH2:4][O:5][CH:6]1[CH2:7][CH2:8][N:9]([S:12]([CH2:15][CH:16]([NH:28][OH:29])[C:17]2[CH:22]=[CH:21][CH:20]=[CH:19][CH:18]=2)(=[O:13])=[O:14])[CH2:10][CH2:11]1. (6) The product is: [F:1][C:2]1[CH:12]=[CH:11][C:5]([CH:6]=[CH:7][C:8]([N:21]([O:33][CH3:34])[CH3:23])=[O:9])=[CH:4][CH:3]=1. Given the reactants [F:1][C:2]1[CH:12]=[CH:11][C:5]([CH:6]=[CH:7][C:8](O)=[O:9])=[CH:4][CH:3]=1.CCN=C=NCCC[N:21]([CH3:23])C.Cl.C(N(CC)CC)C.N[O:33][CH3:34].Cl, predict the reaction product. (7) Given the reactants O[C:2]1[C:7]2[C:8]3[CH:14]=[CH:13][C:12]([C:15]([F:18])([F:17])[F:16])=[CH:11][C:9]=3[S:10][C:6]=2[C:5]([C:19]#[N:20])=[CH:4][N:3]=1.O=P(Cl)(Cl)[Cl:23], predict the reaction product. The product is: [Cl:23][C:2]1[C:7]2[C:8]3[CH:14]=[CH:13][C:12]([C:15]([F:18])([F:17])[F:16])=[CH:11][C:9]=3[S:10][C:6]=2[C:5]([C:19]#[N:20])=[CH:4][N:3]=1. (8) Given the reactants Cl[C:2]1[N:7]=[C:6]([NH:8][C@@H:9]2[C@@H:14]3[CH2:15][C@@H:11]([CH:12]=[CH:13]3)[C@@H:10]2[C:16]([NH2:18])=[O:17])[C:5]([Cl:19])=[CH:4][N:3]=1.[NH2:20][C:21]1[CH:22]=[N:23][N:24]([C@H:26]2[CH2:30][CH2:29][N:28](C(OC(C)(C)C)=O)[CH2:27]2)[CH:25]=1, predict the reaction product. The product is: [Cl:19][C:5]1[C:6]([NH:8][C@@H:9]2[C@@H:14]3[CH2:15][C@@H:11]([CH:12]=[CH:13]3)[C@@H:10]2[C:16]([NH2:18])=[O:17])=[N:7][C:2]([NH:20][C:21]2[CH:22]=[N:23][N:24]([C@H:26]3[CH2:30][CH2:29][NH:28][CH2:27]3)[CH:25]=2)=[N:3][CH:4]=1. (9) Given the reactants C[N:2](C)[C:3]1[CH:8]=[CH:7][CH:6]=[CH:5][CH:4]=1.P(Cl)(Cl)([Cl:12])=O.NC1N=[C:20]2[CH2:22][N:23]([CH2:26][C:27]3[CH:32]=[CH:31][CH:30]=[CH:29][CH:28]=3)[CH2:24]CC2C(=O)N=1.C(=O)([O-])[O-].[Na+].[Na+], predict the reaction product. The product is: [CH2:26]([N:23]1[CH2:22][CH2:20][C:6]2[C:5](=[CH:4][C:3]([NH2:2])=[CH:8][C:7]=2[Cl:12])[CH2:24]1)[C:27]1[CH:32]=[CH:31][CH:30]=[CH:29][CH:28]=1.